This data is from CYP2D6 inhibition data for predicting drug metabolism from PubChem BioAssay. The task is: Regression/Classification. Given a drug SMILES string, predict its absorption, distribution, metabolism, or excretion properties. Task type varies by dataset: regression for continuous measurements (e.g., permeability, clearance, half-life) or binary classification for categorical outcomes (e.g., BBB penetration, CYP inhibition). Dataset: cyp2d6_veith. (1) The compound is CCn1c(=O)cc(SCC(=O)NCc2ccc3c(c2)OCO3)c2ccccc21. The result is 1 (inhibitor). (2) The molecule is Cc1cc(=Nc2ccc3c(c2)c(N)cc(C)[n+]3C)nc(N)n1C. The result is 0 (non-inhibitor). (3) The drug is O=c1c(-c2cc(F)cc(F)c2)nc2cncnc2n1Cc1ccccc1Cl. The result is 0 (non-inhibitor). (4) The drug is Nc1cc(Cl)c(NC2=NCCN2)c(Cl)c1. The result is 0 (non-inhibitor). (5) The compound is COc1cccc2cc(NC(=O)C3CCCCC3)c(=O)oc12. The result is 0 (non-inhibitor). (6) The compound is Cc1ccc(CN2CCN(Cc3ccc(C)o3)[C@@H](C)C2)o1. The result is 1 (inhibitor). (7) The result is 1 (inhibitor). The molecule is Clc1ccccc1-c1cncnc1NCCN1CCOCC1.